Dataset: Reaction yield outcomes from USPTO patents with 853,638 reactions. Task: Predict the reaction yield, written as a fraction of the theoretical maximum amount of product (1.0 means a 100% yield; for example, 0.34 means a 34% yield). (1) The reactants are [CH2:1]([N:3]([CH2:14][CH3:15])[CH2:4][CH2:5][O:6][C:7]1[CH:12]=[CH:11][C:10]([NH2:13])=[CH:9][CH:8]=1)[CH3:2].[CH3:16][C:17]1[CH:25]=[CH:24][CH:23]=[C:22]2[C:18]=1[C:19](=[CH:27]O)[C:20](=[O:26])[NH:21]2. No catalyst specified. The product is [CH2:14]([N:3]([CH2:1][CH3:2])[CH2:4][CH2:5][O:6][C:7]1[CH:8]=[CH:9][C:10]([NH:13][CH:27]=[C:19]2[C:18]3[C:22](=[CH:23][CH:24]=[CH:25][C:17]=3[CH3:16])[NH:21][C:20]2=[O:26])=[CH:11][CH:12]=1)[CH3:15]. The yield is 0.230. (2) The reactants are [CH3:1][C:2]1[NH:3][CH:4]=[CH:5][C:6]=1[C:7]([O:9][CH2:10][CH3:11])=[O:8].[Br:12]N1C(=O)CCC1=O.O. The catalyst is O1CCCC1. The product is [Br:12][C:4]1[NH:3][C:2]([CH3:1])=[C:6]([C:7]([O:9][CH2:10][CH3:11])=[O:8])[CH:5]=1. The yield is 0.970.